Dataset: Full USPTO retrosynthesis dataset with 1.9M reactions from patents (1976-2016). Task: Predict the reactants needed to synthesize the given product. Given the product [CH3:27][C:26]([CH3:29])([CH3:28])[C:25](=[O:30])[CH2:24][N:7]1[CH2:6][CH:5]2[CH2:9][CH:1]([CH2:2][N:3]([CH2:10][CH:11]([OH:22])[CH2:12][O:13][C:14]3[CH:15]=[CH:16][C:17]([C:18]#[N:19])=[CH:20][CH:21]=3)[CH2:4]2)[CH2:8]1, predict the reactants needed to synthesize it. The reactants are: [CH:1]12[CH2:9][CH:5]([CH2:6][NH:7][CH2:8]1)[CH2:4][N:3]([CH2:10][CH:11]([OH:22])[CH2:12][O:13][C:14]1[CH:21]=[CH:20][C:17]([C:18]#[N:19])=[CH:16][CH:15]=1)[CH2:2]2.Cl[CH2:24][C:25](=[O:30])[C:26]([CH3:29])([CH3:28])[CH3:27].C([O-])([O-])=O.[K+].[K+].